Dataset: Reaction yield outcomes from USPTO patents with 853,638 reactions. Task: Predict the reaction yield, written as a fraction of the theoretical maximum amount of product (1.0 means a 100% yield; for example, 0.34 means a 34% yield). (1) The reactants are [CH3:1][O:2][C:3](=[O:20])/[C:4](=[CH:9]\[C:10]1([CH2:13][C:14]2[CH:19]=[CH:18][CH:17]=[CH:16][CH:15]=2)[CH2:12][CH2:11]1)/[CH2:5][C:6]([OH:8])=[O:7].C[O-].[Na+].N#N. The catalyst is CO. The product is [CH3:1][O:2][C:3](=[O:20])[C@H:4]([CH2:9][C:10]1([CH2:13][C:14]2[CH:19]=[CH:18][CH:17]=[CH:16][CH:15]=2)[CH2:11][CH2:12]1)[CH2:5][C:6]([OH:8])=[O:7]. The yield is 0.910. (2) The reactants are [CH2:1]([C:3]([O:13][CH2:14][CH2:15][CH2:16][CH2:17]/[CH:18]=[CH:19]\[CH2:20]/[CH:21]=[CH:22]\[CH2:23]/[CH:24]=[CH:25]\[CH2:26]/[CH:27]=[CH:28]\[CH2:29]/[CH:30]=[CH:31]\[CH2:32][CH3:33])([CH2:11][CH3:12])[C:4]([O:6]C(C)(C)C)=[O:5])[CH3:2]. The catalyst is C(O)=O. The product is [CH2:1]([C:3]([O:13][CH2:14][CH2:15][CH2:16][CH2:17]/[CH:18]=[CH:19]\[CH2:20]/[CH:21]=[CH:22]\[CH2:23]/[CH:24]=[CH:25]\[CH2:26]/[CH:27]=[CH:28]\[CH2:29]/[CH:30]=[CH:31]\[CH2:32][CH3:33])([CH2:11][CH3:12])[C:4]([OH:6])=[O:5])[CH3:2]. The yield is 0.740.